This data is from Reaction yield outcomes from USPTO patents with 853,638 reactions. The task is: Predict the reaction yield, written as a fraction of the theoretical maximum amount of product (1.0 means a 100% yield; for example, 0.34 means a 34% yield). The reactants are [N+:1]([C:4]1[CH:23]=[CH:22][C:7]([C:8]([O:10][C@H:11]2[C:15]3[N:16]=[CH:17][N:18]=[C:19](Cl)[C:14]=3[C@H:13]([CH3:21])[CH2:12]2)=[O:9])=[CH:6][CH:5]=1)([O-:3])=[O:2].[N:24]1([C:31]([O:33][C:34]([CH3:37])([CH3:36])[CH3:35])=[O:32])[CH2:30][CH2:29][CH2:28]N[CH2:26][CH2:25]1.[CH:38](N(CC)C(C)C)(C)C. The catalyst is CC(O)C. The product is [CH3:21][C@H:13]1[C:14]2[C:19]([CH:38]3[CH2:28][CH2:29][CH2:30][N:24]([C:31]([O:33][C:34]([CH3:37])([CH3:36])[CH3:35])=[O:32])[CH2:25][CH2:26]3)=[N:18][CH:17]=[N:16][C:15]=2[C@H:11]([O:10][C:8](=[O:9])[C:7]2[CH:22]=[CH:23][C:4]([N+:1]([O-:3])=[O:2])=[CH:5][CH:6]=2)[CH2:12]1. The yield is 0.810.